From a dataset of Catalyst prediction with 721,799 reactions and 888 catalyst types from USPTO. Predict which catalyst facilitates the given reaction. (1) Product: [CH:12]([C@@H:13]1[N:18]2[CH2:19][CH2:20][N:21]([C:23]([O:25][C:26]([CH3:27])([CH3:28])[CH3:29])=[O:24])[CH2:22][C@@H:17]2[CH2:16][CH2:15]1)=[O:11]. The catalyst class is: 624. Reactant: C(Cl)(=O)C(Cl)=O.CS(C)=O.[OH:11][CH2:12][C@@H:13]1[N:18]2[CH2:19][CH2:20][N:21]([C:23]([O:25][C:26]([CH3:29])([CH3:28])[CH3:27])=[O:24])[CH2:22][C@@H:17]2[CH2:16][CH2:15]C1.N.O. (2) Reactant: Br[C:2]1[S:3][C:4]2[CH:10]=[C:9]([Br:11])[CH:8]=[CH:7][C:5]=2[N:6]=1.C([Li])CCC.[CH:17]1([C:20]2[O:24][N:23]=[C:22]([C:25]3[C:30]([Cl:31])=[CH:29][CH:28]=[CH:27][C:26]=3[Cl:32])[C:21]=2[CH2:33][O:34][CH:35]2[CH2:39][CH2:38][C:37](=[O:40])[CH2:36]2)[CH2:19][CH2:18]1. Product: [Br:11][C:9]1[CH:8]=[CH:7][C:5]2[N:6]=[C:2]([C:37]3([OH:40])[CH2:38][CH2:39][CH:35]([O:34][CH2:33][C:21]4[C:22]([C:25]5[C:30]([Cl:31])=[CH:29][CH:28]=[CH:27][C:26]=5[Cl:32])=[N:23][O:24][C:20]=4[CH:17]4[CH2:19][CH2:18]4)[CH2:36]3)[S:3][C:4]=2[CH:10]=1. The catalyst class is: 1. (3) Reactant: B(Br)(Br)Br.C[O:6][C:7]1[CH:12]=[CH:11][C:10]([CH2:13][C:14]([O:16][CH3:17])=[O:15])=[CH:9][C:8]=1[N+:18]([O-:20])=[O:19]. Product: [OH:6][C:7]1[CH:12]=[CH:11][C:10]([CH2:13][C:14]([O:16][CH3:17])=[O:15])=[CH:9][C:8]=1[N+:18]([O-:20])=[O:19]. The catalyst class is: 124. (4) Reactant: [C:1]([C:4]1[CH:16]=[CH:15][C:7]2[S:8][C:9]([C:11]([O:13]C)=[O:12])=[CH:10][C:6]=2[CH:5]=1)(=[O:3])[CH3:2].O.[OH-].[Li+].O. Product: [C:1]([C:4]1[CH:16]=[CH:15][C:7]2[S:8][C:9]([C:11]([OH:13])=[O:12])=[CH:10][C:6]=2[CH:5]=1)(=[O:3])[CH3:2]. The catalyst class is: 5. (5) Reactant: [Br:1][C:2]1[CH:7]=[C:6]([Cl:8])[CH:5]=[CH:4][C:3]=1[CH:9]([F:12])[C:10]#[N:11].C(O)C.Cl. Product: [ClH:8].[Br:1][C:2]1[CH:7]=[C:6]([Cl:8])[CH:5]=[CH:4][C:3]=1[CH:9]([F:12])[CH2:10][NH2:11]. The catalyst class is: 1. (6) Reactant: CC(C)([O-])C.[K+].[C:7]([O:11][C:12](=[O:37])[NH:13][C:14]([CH3:36])([CH3:35])[CH2:15][N:16]([C:21]1[CH:26]=[CH:25][CH:24]=[CH:23][C:22]=1[O:27][CH2:28][C:29]1[CH:34]=[CH:33][CH:32]=[CH:31][CH:30]=1)[C:17](=[O:20])[CH2:18]Br)([CH3:10])([CH3:9])[CH3:8].[Cl-].[NH4+].O. Product: [C:7]([O:11][C:12]([N:13]1[CH2:18][C:17](=[O:20])[N:16]([C:21]2[CH:26]=[CH:25][CH:24]=[CH:23][C:22]=2[O:27][CH2:28][C:29]2[CH:34]=[CH:33][CH:32]=[CH:31][CH:30]=2)[CH2:15][C:14]1([CH3:36])[CH3:35])=[O:37])([CH3:10])([CH3:9])[CH3:8]. The catalyst class is: 7. (7) Reactant: C([C:3](C)=[O:4])C.[C:6]([O:11][C:12]1([CH2:22]C)C2CC3CC(C[CH:13]1C3)C2)(=[O:10])[C:7](C)=C.N(C(C)(C)C#N)=NC(C)(C)C#N. Product: [CH3:13][CH:12]([O:11][C:6]([CH3:7])=[O:10])[CH2:22][O:4][CH3:3]. The catalyst class is: 5. (8) Reactant: C(OC([N:8]1[CH2:13][CH2:12][CH:11]([C:14]2[CH:19]=[CH:18][C:17]([NH:20][C:21]([C:23]3[N:24]=[C:25]([C:32]4[CH:37]=[CH:36][CH:35]=[CH:34][CH:33]=4)[O:26][C:27]=3[C:28]([F:31])([F:30])[F:29])=[O:22])=[CH:16][N:15]=2)[CH2:10][CH2:9]1)=O)(C)(C)C. Product: [N:15]1[CH:16]=[C:17]([NH:20][C:21]([C:23]2[N:24]=[C:25]([C:32]3[CH:37]=[CH:36][CH:35]=[CH:34][CH:33]=3)[O:26][C:27]=2[C:28]([F:30])([F:31])[F:29])=[O:22])[CH:18]=[CH:19][C:14]=1[CH:11]1[CH2:12][CH2:13][NH:8][CH2:9][CH2:10]1. The catalyst class is: 557. (9) Reactant: [Cl:1][C:2]1[CH:7]=[CH:6][C:5]([N:8]([CH2:22][C:23]2[NH:27][N:26]=[N:25][N:24]=2)[S:9]([C:12]2[CH:17]=[CH:16][C:15]([O:18][CH3:19])=[C:14]([O:20][CH3:21])[CH:13]=2)(=[O:11])=[O:10])=[C:4]([C:28](=[O:36])[C:29]2[CH:34]=[CH:33][CH:32]=[CH:31][C:30]=2[Cl:35])[CH:3]=1.[BH4-].[Na+]. Product: [Cl:1][C:2]1[CH:7]=[CH:6][C:5]([N:8]([CH2:22][C:23]2[NH:27][N:26]=[N:25][N:24]=2)[S:9]([C:12]2[CH:17]=[CH:16][C:15]([O:18][CH3:19])=[C:14]([O:20][CH3:21])[CH:13]=2)(=[O:10])=[O:11])=[C:4]([CH:28]([C:29]2[CH:34]=[CH:33][CH:32]=[CH:31][C:30]=2[Cl:35])[OH:36])[CH:3]=1. The catalyst class is: 8.